Dataset: Experimentally validated miRNA-target interactions with 360,000+ pairs, plus equal number of negative samples. Task: Binary Classification. Given a miRNA mature sequence and a target amino acid sequence, predict their likelihood of interaction. (1) The miRNA is hsa-miR-3663-5p with sequence GCUGGUCUGCGUGGUGCUCGG. The protein sequence of the target gene is MWRWIRQQLGFDPPHQSDTRTIYVANRFPQNGLYTPQKFIDNRIISSKYTVWNFVPKNLFEQFRRVANFYFLIIFLVQLMIDTPTSPVTSGLPLFFVITVTAIKQGYEDWLRHNSDNEVNGAPVYVVRSGGLVKTRSKNIRVGDIVRIAKDEIFPADLVLLSSDRLDGSCHVTTASLDGETNLKTHVAVPETALLQTVANLDTLVAVIECQQPEADLYRFMGRMIITQQMEEIVRPLGPESLLLRGARLKNTKEIFGVAVYTGMETKMALNYKSKSQKRSAVEKSMNTFLIIYLVILISE.... Result: 0 (no interaction). (2) Result: 0 (no interaction). The protein sequence of the target gene is MAASEDELLLPRLPELFETSKKLLEDVEVATEPTGSRTIQDKVSKGLELLEKAAGMLSQLDLFSRNEDLEEIASTDLKYLMVPALQGALTMKQVNPSKRLDHLQRAREHFVHFLTQCHCYHVAEFQLPQTKTNSAENNTASSSMAYPNLVAMASQRQAKIERYKQKKEVEHRLSALKSAVESGQADDERVREYHLLHLRRWIAVSLEELESIDQEIKILKEKDSPREETACHSSLPEKPPMKPFILTRNKAQAKVFGTGYPSLATMTVSDWYEQHQKYGVLPDRGIAKPASADFQRAAQQ.... The miRNA is hsa-miR-223-3p with sequence UGUCAGUUUGUCAAAUACCCCA.